Dataset: Reaction yield outcomes from USPTO patents with 853,638 reactions. Task: Predict the reaction yield, written as a fraction of the theoretical maximum amount of product (1.0 means a 100% yield; for example, 0.34 means a 34% yield). (1) The reactants are [CH3:1][C:2]1[C:6]([CH2:7][N:8]2[CH:12]=[C:11]([N:13]3[C:17](=[O:18])[CH2:16][NH:15][C:14]3=[O:19])[CH:10]=[N:9]2)=[C:5]([CH3:20])[O:4][N:3]=1.Br[CH2:22][C:23]1[CH:30]=[CH:29][C:26]([C:27]#[N:28])=[CH:25][CH:24]=1. No catalyst specified. The product is [CH3:1][C:2]1[C:6]([CH2:7][N:8]2[CH:12]=[C:11]([N:13]3[C:17](=[O:18])[CH2:16][N:15]([CH2:22][C:23]4[CH:30]=[CH:29][C:26]([C:27]#[N:28])=[CH:25][CH:24]=4)[C:14]3=[O:19])[CH:10]=[N:9]2)=[C:5]([CH3:20])[O:4][N:3]=1. The yield is 0.210. (2) The yield is 0.450. The product is [O:26]=[C:25]1[CH:24]=[N:1][C:2]2[N:3]=[CH:4][CH:5]=[C:6]([O:9][C:10]3[CH:11]=[CH:12][C:13]([NH:16][C:17](=[O:23])[O:18][C:19]([CH3:20])([CH3:22])[CH3:21])=[CH:14][CH:15]=3)[C:7]=2[NH:8]1. The catalyst is C(O)C.C1(C)C=CC=CC=1. The reactants are [NH2:1][C:2]1[C:7]([NH2:8])=[C:6]([O:9][C:10]2[CH:15]=[CH:14][C:13]([NH:16][C:17](=[O:23])[O:18][C:19]([CH3:22])([CH3:21])[CH3:20])=[CH:12][CH:11]=2)[CH:5]=[CH:4][N:3]=1.[C:24](OCC)(=O)[CH:25]=[O:26].CC(C)=O. (3) The reactants are ClC1C=CC2SC=C(CN3CCN(C4SC(C(O)=O)=C(C)N=4)C3=O)C=2C=1.[CH3:27][C:28]1[N:29]=[C:30]([N:36]2[CH2:40][CH2:39][N:38]([CH2:41][C:42]3[CH:47]=[CH:46][CH:45]=[CH:44][N:43]=3)[C:37]2=[O:48])[S:31][C:32]=1[C:33]([OH:35])=O.[NH2:49][CH2:50][C:51]1[CH:52]=[N:53][CH:54]=[CH:55][CH:56]=1. No catalyst specified. The product is [CH3:27][C:28]1[N:29]=[C:30]([N:36]2[CH2:40][CH2:39][N:38]([CH2:41][C:42]3[CH:47]=[CH:46][CH:45]=[CH:44][N:43]=3)[C:37]2=[O:48])[S:31][C:32]=1[C:33]([NH:49][CH2:50][C:51]1[CH:52]=[N:53][CH:54]=[CH:55][CH:56]=1)=[O:35]. The yield is 0.120. (4) The reactants are [CH:1]([C:4]1[CH:22]=[CH:21][C:7]([CH2:8][O:9][N:10]2C(=O)C3=CC=CC=C3C2=O)=[CH:6][CH:5]=1)([CH3:3])[CH3:2].[ClH:23]. The catalyst is C(O)(=O)C. The product is [ClH:23].[CH:1]([C:4]1[CH:22]=[CH:21][C:7]([CH2:8][O:9][NH2:10])=[CH:6][CH:5]=1)([CH3:3])[CH3:2]. The yield is 0.240.